From a dataset of Reaction yield outcomes from USPTO patents with 853,638 reactions. Predict the reaction yield, written as a fraction of the theoretical maximum amount of product (1.0 means a 100% yield; for example, 0.34 means a 34% yield). (1) The reactants are [CH3:1][O:2][C:3]([C@@H:5]1[CH2:9][C@@H:8]([OH:10])[CH2:7][N:6]1[C:11]([O:13][C:14]([CH3:17])([CH3:16])[CH3:15])=[O:12])=[O:4].C(N(CC)CC)C.[CH3:25][S:26](Cl)(=[O:28])=[O:27]. The catalyst is C(Cl)Cl. The product is [CH3:1][O:2][C:3]([C@@H:5]1[CH2:9][C@@H:8]([O:10][S:26]([CH3:25])(=[O:28])=[O:27])[CH2:7][N:6]1[C:11]([O:13][C:14]([CH3:17])([CH3:16])[CH3:15])=[O:12])=[O:4]. The yield is 0.970. (2) The reactants are Cl[C:2]1[NH:10][C:9]2[C:4](=[N:5][CH:6]=[CH:7][CH:8]=2)[C:3]=1[C:11]#[N:12].[CH3:13][O:14][C:15]([C@@H:17]1[CH2:21][CH2:20][CH2:19][NH:18]1)=[O:16]. No catalyst specified. The product is [CH3:13][O:14][C:15]([C@@H:17]1[CH2:21][CH2:20][CH2:19][N:18]1[C:2]1[NH:10][C:9]2[C:4](=[N:5][CH:6]=[CH:7][CH:8]=2)[C:3]=1[C:11]#[N:12])=[O:16]. The yield is 0.130. (3) The catalyst is CN(C)C=O. The product is [Cl:17][C:18]1[CH:25]=[C:24]([Cl:26])[CH:23]=[CH:22][C:19]=1[CH2:20][N:9]1[C:10]([C:12]([O:14][CH2:15][CH3:16])=[O:13])=[CH:11][C:7]([C:1]2[CH:2]=[CH:3][CH:4]=[CH:5][CH:6]=2)=[N:8]1. The reactants are [C:1]1([C:7]2[CH:11]=[C:10]([C:12]([O:14][CH2:15][CH3:16])=[O:13])[NH:9][N:8]=2)[CH:6]=[CH:5][CH:4]=[CH:3][CH:2]=1.[Cl:17][C:18]1[CH:25]=[C:24]([Cl:26])[CH:23]=[CH:22][C:19]=1[CH2:20]Cl.C(=O)([O-])[O-].[K+].[K+]. The yield is 0.500. (4) The reactants are [CH2:1]([C@H:8]([NH:33][C:34](=[O:46])[C@@H:35]([N:39]1[CH2:44][CH2:43][CH2:42][NH:41][C:40]1=[O:45])[CH:36]([CH3:38])[CH3:37])[CH2:9][C@H:10]([OH:32])[C@@H:11]([NH:19][C:20](=[O:31])[CH2:21][O:22][C:23]1[C:28]([CH3:29])=[CH:27][CH:26]=[CH:25][C:24]=1[CH3:30])[CH2:12][C:13]1[CH:18]=[CH:17][CH:16]=[CH:15][CH:14]=1)[C:2]1[CH:7]=[CH:6][CH:5]=[CH:4][CH:3]=1.[CH2:47]([O:54][P:55]([O:65][CH2:66][C:67]([CH3:73])([CH3:72])[CH2:68][C:69](O)=[O:70])([O:57][CH2:58][C:59]1[CH:64]=[CH:63][CH:62]=[CH:61][CH:60]=1)=[O:56])[C:48]1[CH:53]=[CH:52][CH:51]=[CH:50][CH:49]=1.CCN=C=NCCCN(C)C. The catalyst is CN(C1C=CN=CC=1)C.CN(C=O)C. The product is [CH2:58]([O:57][P:55]([O:65][CH2:66][C:67]([CH3:73])([CH3:72])[CH2:68][C:69]([O:32][C@H:10]([C@@H:11]([NH:19][C:20](=[O:31])[CH2:21][O:22][C:23]1[C:24]([CH3:30])=[CH:25][CH:26]=[CH:27][C:28]=1[CH3:29])[CH2:12][C:13]1[CH:14]=[CH:15][CH:16]=[CH:17][CH:18]=1)[CH2:9][C@@H:8]([NH:33][C:34](=[O:46])[C@@H:35]([N:39]1[CH2:44][CH2:43][CH2:42][NH:41][C:40]1=[O:45])[CH:36]([CH3:38])[CH3:37])[CH2:1][C:2]1[CH:7]=[CH:6][CH:5]=[CH:4][CH:3]=1)=[O:70])([O:54][CH2:47][C:48]1[CH:53]=[CH:52][CH:51]=[CH:50][CH:49]=1)=[O:56])[C:59]1[CH:64]=[CH:63][CH:62]=[CH:61][CH:60]=1. The yield is 0.840. (5) The reactants are S(=O)(=O)(O)N.[C:6]1([N:12]2[CH:16]=[C:15]([CH:17]=[O:18])[CH:14]=[N:13]2)[CH:11]=[CH:10][CH:9]=[CH:8][CH:7]=1.Cl([O-])=[O:20].[Na+]. The catalyst is O.CC(C)=O. The product is [C:6]1([N:12]2[CH:16]=[C:15]([C:17]([OH:20])=[O:18])[CH:14]=[N:13]2)[CH:11]=[CH:10][CH:9]=[CH:8][CH:7]=1. The yield is 0.850. (6) The reactants are CS[C:3]1[N:7]([C:8]2[N:13]=[C:12]([N:14]3[CH2:19][CH2:18][O:17][CH2:16][CH2:15]3)[N:11]=[C:10]([NH:20][C:21]3[CH:22]=[N:23][CH:24]=[CH:25][CH:26]=3)[N:9]=2)[C:6]2[CH:27]=[CH:28][CH:29]=[CH:30][C:5]=2[N:4]=1.[O-][Mn](=O)(=O)=O.[K+].[O-:37][S:38]([O-:40])=O.[Na+].[Na+].[CH3:43]C(C)=O. The catalyst is CC(O)=O.O.C(Cl)(Cl)Cl. The product is [CH3:43][S:38]([C:3]1[N:7]([C:8]2[N:13]=[C:12]([N:14]3[CH2:15][CH2:16][O:17][CH2:18][CH2:19]3)[N:11]=[C:10]([NH:20][C:21]3[CH:22]=[N:23][CH:24]=[CH:25][CH:26]=3)[N:9]=2)[C:6]2[CH:27]=[CH:28][CH:29]=[CH:30][C:5]=2[N:4]=1)(=[O:40])=[O:37]. The yield is 0.310. (7) The catalyst is C(O)C.O.[Fe]. The reactants are [NH4+].[Cl-].[N+:3]([C:6]1[CH:7]=[CH:8][C:9]([C:12]2[CH:13]=[C:14]3[C:19](=[CH:20][CH:21]=2)[C:18](=[O:22])[C:17]([CH2:28][C:29]([O:31][CH2:32][CH3:33])=[O:30])([CH2:23][C:24]([F:27])([F:26])[F:25])[CH2:16][CH2:15]3)=[N:10][CH:11]=1)([O-])=O. The product is [NH2:3][C:6]1[CH:7]=[CH:8][C:9]([C:12]2[CH:13]=[C:14]3[C:19](=[CH:20][CH:21]=2)[C:18](=[O:22])[C:17]([CH2:28][C:29]([O:31][CH2:32][CH3:33])=[O:30])([CH2:23][C:24]([F:27])([F:25])[F:26])[CH2:16][CH2:15]3)=[N:10][CH:11]=1. The yield is 0.530. (8) The reactants are [Mg].II.Br[C:5]1[CH:10]=[CH:9][C:8]([Br:11])=[CH:7][CH:6]=1.[C:12]([C:14]([N:17]1[CH2:22][CH2:21][CH2:20][CH2:19][CH2:18]1)(C)[CH3:15])#N.C(=O)([O-])[O-].[K+].[K+]. The catalyst is C(OCC)C.C1COCC1. The product is [Br:11][C:8]1[CH:9]=[CH:10][C:5]([C:14]([N:17]2[CH2:22][CH2:21][CH2:20][CH2:19][CH2:18]2)([CH3:15])[CH3:12])=[CH:6][CH:7]=1. The yield is 0.950. (9) The reactants are [CH2:1]([C@@H:8]1[CH2:12][O:11][C:10](=[O:13])[N:9]1[C:14](=[O:36])[CH:15]([CH2:19][C:20]1[C:25]([CH3:26])=[CH:24][C:23]([O:27][CH2:28][C:29]2[CH:34]=[CH:33][CH:32]=[CH:31][CH:30]=2)=[CH:22][C:21]=1[CH3:35])[CH2:16][CH:17]=C)[C:2]1[CH:7]=[CH:6][CH:5]=[CH:4][CH:3]=1.CC([OH:41])(C)C.I([O-])(=O)(=O)=O.[Na+]. The catalyst is C1COCC1.O.O=[Os](=O)(=O)=O. The product is [CH2:1]([C@@H:8]1[CH2:12][O:11][C:10](=[O:13])[N:9]1[C:14](=[O:36])[C@H:15]([CH2:19][C:20]1[C:21]([CH3:35])=[CH:22][C:23]([O:27][CH2:28][C:29]2[CH:30]=[CH:31][CH:32]=[CH:33][CH:34]=2)=[CH:24][C:25]=1[CH3:26])[CH2:16][CH:17]=[O:41])[C:2]1[CH:7]=[CH:6][CH:5]=[CH:4][CH:3]=1. The yield is 0.430.